This data is from Forward reaction prediction with 1.9M reactions from USPTO patents (1976-2016). The task is: Predict the product of the given reaction. (1) Given the reactants [NH2:1][C:2]1[CH:3]=[C:4]([CH:17]=[CH:18][C:19]=1[F:20])[CH2:5][C:6]1[C:15]2[C:10](=[CH:11][CH:12]=[CH:13][CH:14]=2)[C:9](=[O:16])[NH:8][N:7]=1.[C:21]1([CH:27]2[CH2:31][C:30](=[O:32])[O:29][C:28]2=[O:33])[CH:26]=[CH:25][CH:24]=[CH:23][CH:22]=1, predict the reaction product. The product is: [F:20][C:19]1[CH:18]=[CH:17][C:4]([CH2:5][C:6]2[C:15]3[C:10](=[CH:11][CH:12]=[CH:13][CH:14]=3)[C:9](=[O:16])[NH:8][N:7]=2)=[CH:3][C:2]=1[NH:1][C:30](=[O:32])[CH2:31][CH:27]([C:21]1[CH:26]=[CH:25][CH:24]=[CH:23][CH:22]=1)[C:28]([OH:33])=[O:29]. (2) Given the reactants [CH2:1]([N:3]1[C:7]([O:8][C:9]2[C:10]([NH:22][C:23]3[S:27][N:26]=[C:25]([C@H:28]4[CH2:32][O:31]C5(CCCCC5)[O:29]4)[N:24]=3)=[N:11][CH:12]=[C:13]([S:15][C:16]3[CH:21]=[CH:20][CH:19]=[CH:18][N:17]=3)[CH:14]=2)=[CH:6][CH:5]=[N:4]1)[CH3:2].O.Cl, predict the reaction product. The product is: [CH2:1]([N:3]1[C:7]([O:8][C:9]2[C:10]([NH:22][C:23]3[S:27][N:26]=[C:25]([C@H:28]([OH:29])[CH2:32][OH:31])[N:24]=3)=[N:11][CH:12]=[C:13]([S:15][C:16]3[CH:21]=[CH:20][CH:19]=[CH:18][N:17]=3)[CH:14]=2)=[CH:6][CH:5]=[N:4]1)[CH3:2]. (3) The product is: [CH2:1]([C:3]1[CH:8]=[CH:7][CH:6]=[C:5]([CH3:9])[C:4]=1[C:26]([OH:25])=[O:22])[CH3:2]. Given the reactants [CH2:1]([C:3]1[CH:8]=[CH:7][CH:6]=[C:5]([CH3:9])[C:4]=1I)[CH3:2].C(#N)C.C(N(CC)CC)C.[C]=[O:22].C([O:25][CH2:26]C)C, predict the reaction product. (4) Given the reactants [CH3:1][CH:2]([CH2:4][N:5]([S:29]([C:32]1[CH:33]=[CH:34][C:35]([NH2:38])=[CH:36][CH:37]=1)(=[O:31])=[O:30])[CH2:6][C@@H:7]([OH:28])[C@@H:8]([NH:16][C:17]([O:19][C@@H:20]1[C@@H:24]2[CH2:25][CH2:26][O:27][C@@H:23]2[O:22][CH2:21]1)=[O:18])[CH2:9][C:10]1[CH:11]=[CH:12][CH:13]=[CH:14][CH:15]=1)[CH3:3], predict the reaction product. The product is: [CH3:3][CH:2]([CH2:4][N:5]([S:29]([C:32]1[CH:37]=[CH:36][C:35]([NH2:38])=[CH:34][CH:33]=1)(=[O:31])=[O:30])[CH2:6][C@@H:7]([OH:28])[C@@H:8]([NH:16][C:17]([O:19][C@@H:20]1[C@@H:24]2[CH2:25][CH2:26][O:27][C@@H:23]2[O:22][CH2:21]1)=[O:18])[CH2:9][C:10]1[CH:15]=[CH:14][CH:13]=[CH:12][CH:11]=1)[CH3:1].[CH2:21]([OH:22])[CH2:20][CH2:24][CH2:25][CH3:26]. (5) Given the reactants [NH2:1][CH2:2][CH:3]([O:24][CH3:25])[CH2:4][N:5]1[C:14]2[CH:13]=[C:12]3[CH2:15][CH2:16][CH2:17][CH2:18][C:11]3=[CH:10][C:9]=2[C:8]2=[N:19][NH:20][C:21]([CH3:22])=[C:7]2[C:6]1=[O:23].[CH3:38][C:37]([O:36][C:34](O[C:34]([O:36][C:37]([CH3:40])([CH3:39])[CH3:38])=[O:35])=[O:35])([CH3:40])[CH3:39], predict the reaction product. The product is: [CH2:8]([N:20]1[C:21]([CH3:22])=[C:7]2[C:6](=[O:23])[N:5]([CH2:4][CH:3]([O:24][CH3:25])[CH2:2][NH:1][C:34](=[O:35])[O:36][C:37]([CH3:38])([CH3:39])[CH3:40])[C:14]3[CH:13]=[C:12]4[CH2:15][CH2:16][CH2:17][CH2:18][C:11]4=[CH:10][C:9]=3[C:8]2=[N:19]1)[C:9]1[CH:10]=[CH:11][CH:12]=[CH:13][CH:14]=1.